The task is: Predict which catalyst facilitates the given reaction.. This data is from Catalyst prediction with 721,799 reactions and 888 catalyst types from USPTO. Reactant: C(OC([N:8]1[CH2:13][CH2:12][N:11]([C:14]([C:16]2([C:22]3[CH:27]=[CH:26][C:25]([O:28][CH2:29][CH2:30][CH2:31][N:32]4[CH2:38][CH2:37][CH2:36][O:35][CH2:34][CH2:33]4)=[CH:24][CH:23]=3)[CH2:21][CH2:20][O:19][CH2:18][CH2:17]2)=[O:15])[CH2:10][CH2:9]1)=O)(C)(C)C. Product: [NH3:8].[N:11]1([C:14]([C:16]2([C:22]3[CH:23]=[CH:24][C:25]([O:28][CH2:29][CH2:30][CH2:31][N:32]4[CH2:38][CH2:37][CH2:36][O:35][CH2:34][CH2:33]4)=[CH:26][CH:27]=3)[CH2:17][CH2:18][O:19][CH2:20][CH2:21]2)=[O:15])[CH2:10][CH2:9][NH:8][CH2:13][CH2:12]1. The catalyst class is: 89.